This data is from Forward reaction prediction with 1.9M reactions from USPTO patents (1976-2016). The task is: Predict the product of the given reaction. (1) Given the reactants Cl[C:2]1[C:7]([O:8][CH2:9]C)=[CH:6][CH:5]=[CH:4][N:3]=1.C([O-])([O-])=O.[Cs+].[Cs+].[CH3:17][O:18][CH2:19][C:20]#[CH:21], predict the reaction product. The product is: [CH3:9][O:8][C:7]1[C:2]([C:21]#[C:20][CH2:19][O:18][CH3:17])=[N:3][CH:4]=[CH:5][CH:6]=1. (2) The product is: [CH3:23][S:24]([N:11]1[CH2:10][C@@H:9]2[CH2:15][C@@H:13]([CH2:14][NH:8]2)[CH2:12]1)(=[O:26])=[O:25]. Given the reactants C(OC([N:8]1[CH2:14][C@@H:13]2[CH2:15][C@H:9]1[CH2:10][NH:11][CH2:12]2)=O)(C)(C)C.C(N(CC)CC)C.[CH3:23][S:24](Cl)(=[O:26])=[O:25], predict the reaction product.